From a dataset of Full USPTO retrosynthesis dataset with 1.9M reactions from patents (1976-2016). Predict the reactants needed to synthesize the given product. (1) Given the product [NH2:12][C:10]1[S:11][C:5]2[N:4]=[N:3][N:2]([CH3:1])[C:7](=[O:8])[C:6]=2[CH:9]=1, predict the reactants needed to synthesize it. The reactants are: [CH3:1][N:2]1[C:7](=[O:8])[C:6]2[CH:9]=[C:10]([N+:12]([O-])=O)[S:11][C:5]=2[N:4]=[N:3]1.Cl.[Cl-].[NH4+]. (2) Given the product [Cl:15][C:16]1[CH:17]=[CH:18][C:19]([N+:22]([O-:24])=[O:23])=[C:20]([NH:1][C@H:2]([CH3:3])[C:4]([CH3:7])([CH3:6])[CH3:5])[CH:21]=1, predict the reactants needed to synthesize it. The reactants are: [NH2:1][C@@H:2]([C:4]([CH3:7])([CH3:6])[CH3:5])[CH3:3].C(=O)([O-])[O-].[K+].[K+].O.[Cl:15][C:16]1[CH:21]=[CH:20][C:19]([N+:22]([O-:24])=[O:23])=[C:18](F)[CH:17]=1.